Task: Predict the product of the given reaction.. Dataset: Forward reaction prediction with 1.9M reactions from USPTO patents (1976-2016) (1) The product is: [Cl:20][C:10]1[C:9]2[CH2:8][CH2:7][C:6]3[CH:16]=[CH:17][C:3]([O:2][CH3:1])=[CH:4][C:5]=3[C:14]=2[N:13]=[CH:12][N:11]=1. Given the reactants [CH3:1][O:2][C:3]1[CH:17]=[CH:16][C:6]2[CH2:7][CH2:8][C:9]3[C:10](O)=[N:11][CH:12]=[N:13][C:14]=3[C:5]=2[CH:4]=1.P(Cl)(Cl)([Cl:20])=O, predict the reaction product. (2) Given the reactants [CH:1]([OH:4])([CH3:3])[CH3:2].[NH2:5][CH:6]([C:11]1[CH:16]=[CH:15][CH:14]=[C:13]([F:17])[CH:12]=1)[CH2:7][C:8](O)=[O:9].S(=O)(=O)(O)O.[OH-].[Na+], predict the reaction product. The product is: [NH2:5][CH:6]([C:11]1[CH:16]=[CH:15][CH:14]=[C:13]([F:17])[CH:12]=1)[CH2:7][C:8]([O:4][CH:1]([CH3:3])[CH3:2])=[O:9]. (3) Given the reactants [NH2:1][C:2]1[N:7]=[CH:6][C:5]([C:8]2[N:9]([C:14]3[CH:19]=[CH:18][CH:17]=[CH:16][C:15]=3[Cl:20])[C:10]([SH:13])=[N:11][N:12]=2)=[CH:4][N:3]=1.Cl[CH2:22][C:23]1[O:24][C:25]([C:28]2[CH:33]=[CH:32][C:31]([CH3:34])=[CH:30][CH:29]=2)=[N:26][N:27]=1.C([O-])([O-])=O.[K+].[K+], predict the reaction product. The product is: [C:31]1([CH3:34])[CH:30]=[CH:29][C:28]([C:25]2[O:24][C:23]([CH2:22][S:13][C:10]3[N:9]([C:14]4[CH:19]=[CH:18][CH:17]=[CH:16][C:15]=4[Cl:20])[C:8]([C:5]4[CH:4]=[N:3][C:2]([NH2:1])=[N:7][CH:6]=4)=[N:12][N:11]=3)=[N:27][N:26]=2)=[CH:33][CH:32]=1. (4) Given the reactants C([O:3][C:4]([C:6]1[NH:10][C:9](=[O:11])[N:8]([C:12]2[CH:17]=[CH:16][CH:15]=[C:14]([Cl:18])[CH:13]=2)[N:7]=1)=[O:5])C.[Li+].[OH-].CO, predict the reaction product. The product is: [Cl:18][C:14]1[CH:13]=[C:12]([N:8]2[C:9](=[O:11])[NH:10][C:6]([C:4]([OH:5])=[O:3])=[N:7]2)[CH:17]=[CH:16][CH:15]=1. (5) The product is: [CH3:14][C:13]1[N:20]([CH2:16][CH:17]([CH3:19])[CH3:18])[C:2]2[C:11]3[N:10]=[CH:9][CH:8]=[CH:7][C:6]=3[N:5]=[CH:4][C:3]=2[N:12]=1. Given the reactants Cl[C:2]1[C:11]2[C:6](=[CH:7][CH:8]=[CH:9][N:10]=2)[N:5]=[CH:4][C:3]=1[NH:12][C:13](=O)[CH3:14].[CH2:16]([NH2:20])[CH:17]([CH3:19])[CH3:18].C(=O)([O-])[O-].[Na+].[Na+], predict the reaction product. (6) Given the reactants ClC[CH2:3][CH2:4][O:5][C:6]1[C:7]([O:26][CH3:27])=[CH:8][C:9]2[C:18]3[C:13](=[C:14]([NH2:24])[N:15]=[C:16]([N:19]4[CH:23]=[CH:22][N:21]=[CH:20]4)[CH:17]=3)[CH:12]=[N:11][C:10]=2[CH:25]=1.C[N:29]1[C:33](=O)[CH2:32][CH2:31][CH2:30]1.N1CCCC1, predict the reaction product. The product is: [N:19]1([C:16]2[CH:17]=[C:18]3[C:13](=[C:14]([NH2:24])[N:15]=2)[CH:12]=[N:11][C:10]2[CH:25]=[C:6]([O:5][CH2:4][CH2:3][N:29]4[CH2:33][CH2:32][CH2:31][CH2:30]4)[C:7]([O:26][CH3:27])=[CH:8][C:9]3=2)[CH:23]=[CH:22][N:21]=[CH:20]1.